Dataset: Peptide-MHC class II binding affinity with 134,281 pairs from IEDB. Task: Regression. Given a peptide amino acid sequence and an MHC pseudo amino acid sequence, predict their binding affinity value. This is MHC class II binding data. The peptide sequence is EKKYFAATQFEPLLA. The MHC is HLA-DPA10103-DPB10601 with pseudo-sequence HLA-DPA10103-DPB10601. The binding affinity (normalized) is 0.811.